From a dataset of Reaction yield outcomes from USPTO patents with 853,638 reactions. Predict the reaction yield, written as a fraction of the theoretical maximum amount of product (1.0 means a 100% yield; for example, 0.34 means a 34% yield). The reactants are [NH2:1][C:2]1[CH:10]=[CH:9][CH:8]=[C:7]2[C:3]=1[C:4](=[O:20])[N:5]([CH:12]1[CH2:17][CH2:16][C:15](=[O:18])[NH:14][C:13]1=[O:19])[C:6]2=[O:11].[CH3:21][O:22][C:23]1[CH:31]=[CH:30][CH:29]=[CH:28][C:24]=1[C:25](Cl)=[O:26].CO. The catalyst is C1COCC1. The product is [O:19]=[C:13]1[CH:12]([N:5]2[C:4](=[O:20])[C:3]3[C:7](=[CH:8][CH:9]=[CH:10][C:2]=3[NH:1][C:25](=[O:26])[C:24]3[CH:28]=[CH:29][CH:30]=[CH:31][C:23]=3[O:22][CH3:21])[C:6]2=[O:11])[CH2:17][CH2:16][C:15](=[O:18])[NH:14]1. The yield is 0.780.